This data is from Experimentally validated miRNA-target interactions with 360,000+ pairs, plus equal number of negative samples. The task is: Binary Classification. Given a miRNA mature sequence and a target amino acid sequence, predict their likelihood of interaction. (1) The protein sequence of the target gene is MRGQRSLLLGPARLCLRLLLLLGYRRRCPPLLRGLVQRWRYGKVCLRSLLYNSFGGSDTAVDAAFEPVYWLVDNVIRWFGVVFVVLVIVLTGSIVAIAYLCVLPLILRTYSVPRLCWHFFYSHWNLILIVFHYYQAITTPPGYPPQGRNDIATVSICKKCIYPKPARTHHCSICNRCVLKMDHHCPWLNNCVGHYNHRYFFSFCFFMTLGCVYCSYGSWDLFREAYAAIETYHQTPPPTFSFRERITHKSLVYLWFLCSSVALALGALTMWHAVLISRGETSIERHINKKERRRLQAKGR.... Result: 0 (no interaction). The miRNA is mmu-miR-24-2-5p with sequence GUGCCUACUGAGCUGAAACAGU. (2) The miRNA is hsa-miR-19a-3p with sequence UGUGCAAAUCUAUGCAAAACUGA. The protein sequence of the target gene is MENEKENLFCEPHKRGLMKTPLKESTTANIVLAEIQPDFGPLTTPTKPKEGSQGEPWTPTANLKMLISAVSPEIRNRDQKRGLFDNRSGLPEAKDCIHEHLSGDEFEKSQPSRKEKSLGLLCHKFLARYPNYPNPAVNNDICLDEVAEELNVERRRIYDIVNVLESLHMVSRLAKNRYTWHGRHNLNKTLGTLKSIGEENKYAEQIMMIKKKEYEQEFDFIKSYSIEDHIIKSNTGPNGHPDMCFVELPGVEFRAASVNSRKDKSLRVMSQKFVMLFLVSTPQIVSLEVAAKILIGEDHV.... Result: 1 (interaction). (3) The miRNA is hsa-miR-6509-5p with sequence AUUAGGUAGUGGCAGUGGAAC. The protein sequence of the target gene is MPSCSTSTMPGMICKNPDLEFDSLQPCFYPDEDDFYFGGPDSTPPGEDIWKKFELLPTPPLSPSRGFAEHSSEPPSWVTEMLLENELWGSPAEEDAFGLGGLGGLTPNPVILQDCMWSGFSAREKLERAVSEKLQHGRGPPTAGSTAQSPGAGAASPAGRGHGGAAGAGRAGAALPAELAHPAAECVDPAVVFPFPVNKREPAPVPAAPASAPAAGPAVASGAGIAAPAGAPGVAPPRPGGRQTSGGDHKALSTSGEDTLSDSDDEDDEEEDEEEEIDVVTVEKRRSSSNTKAVTTFTIT.... Result: 1 (interaction). (4) The miRNA is hsa-miR-512-3p with sequence AAGUGCUGUCAUAGCUGAGGUC. The protein sequence of the target gene is MPEPAKSAPAPKKGSKKAVTKAQKKDGKKRKRSRKESYSIYVYKVLKQVHPDTGISSKAMGIMNSFVNDIFERIAGEASRLAHYNKRSTITSREIQTAVRLLLPGELAKHAVSEGTKAVTKYTSAK. Result: 1 (interaction). (5) The miRNA is hsa-miR-652-3p with sequence AAUGGCGCCACUAGGGUUGUG. The protein sequence of the target gene is MASELCKTISVARLEKHKNLFLNYRNLHHFPLELLKDEGLQYLERLYMKRNSLTSLPENLAQKLPNLVELYLHSNNIVVVPEAIGSLVKLQCLDLSDNALEIVCPEIGRLRALRHLRLANNQLQFLPPEVGDLKELQTLDISTNRLLTLPERLHMCLSLQYLTVDRNRLWYVPRHLCQLPSLNELSMAGNRLAFLPLDLGRSRELQYVYVDNNIHLKGLPSYLYNKVIGCSGCGAPIQVSEVKLLSFSSGQRTVFLPAEVKAIGTEHDHVLPLQELAMRGLYHTYHSLLKDLNFLSPISL.... Result: 0 (no interaction). (6) The miRNA is hsa-miR-378a-5p with sequence CUCCUGACUCCAGGUCCUGUGU. The protein sequence of the target gene is MEGNRDEAEKCVEIAREALNAGNREKAQRFLQKAEKLYPLPSARALLEIIMKNGSTAGNSPHCRKPSGSGDQSKPNCTKDSTSGSGEGGKGYTKDQVDGVLSINKCKNYYEVLGVTKDAGDEDLKKAYRKLALKFHPDKNHAPGATDAFKKIGNAYAVLSNPEKRKQYDLTGNEEQACNHQNNGRFNFHRGCEADITPEDLFNIFFGGGFPSGSVHSFSNGRAGYSQQHQHRHSGHEREEERGDGGFSVFIQLMPIIVLILVSLLSQLMVSNPPYSLYPRSGTGQTIKMQTENLGVVYYV.... Result: 0 (no interaction). (7) The miRNA is hsa-miR-4690-5p with sequence GAGCAGGCGAGGCUGGGCUGAA. The protein sequence of the target gene is MSRRKQGNPQHLSQRELITPEADHVEATILEEDEGLEIEEPSSLGLMVGGPDPDLLTCGQCQMNFPLGDILVFIEHKKKQCGGLGPCYDKVLDKSSPPPSSRSELRRVSEPVEIGIQVTPDEDDHLLSPTKGICPKQENIAGPCRPAQLPSMAPIAASSSHPPTSVITSPLRALGVLPPCFPLPCCGARPISGDGTQGEGQMEAPFGCQCELSGKDEPSSYICTTCKQPFNSAWFLLQHAQNTHGFRIYLEPGPASTSLTPRLTIPPPLGPETVAQSPLMNFLGDSNPFNLLRMTGPILR.... Result: 0 (no interaction).